The task is: Regression/Classification. Given a drug SMILES string, predict its absorption, distribution, metabolism, or excretion properties. Task type varies by dataset: regression for continuous measurements (e.g., permeability, clearance, half-life) or binary classification for categorical outcomes (e.g., BBB penetration, CYP inhibition). For this dataset (ppbr_az), we predict Y.. This data is from Plasma protein binding rate (PPBR) regression data from AstraZeneca. (1) The Y is 99.3 %. The molecule is Cc1ccc(S(=O)(=O)Nc2c(C(=O)NC3CCCCC3C)c(C)nn2-c2ccccc2)cc1. (2) The compound is O=C(O)c1ccc(-c2ccc(Cl)c(C(=O)NCC34CC5CC(CC(C5)C3)C4)c2)cc1. The Y is 99.2 %. (3) The drug is CC(C)(F)C[C@H](N[C@@H](c1ccc(-c2ccc(S(C)(=O)=O)cc2)cc1)C(F)(F)F)C(=O)NC1(C#N)CC1. The Y is 93.9 %. (4) The molecule is Cc1c(OCC(F)(F)F)ccnc1C[S+]([O-])c1nc2ccccc2[nH]1. The Y is 98.4 %. (5) The compound is CCN(CC)CCN1C(=O)[C@@](O)(c2ccccc2Cl)c2c1cc(C(N)=O)cc2C(F)(F)F. The Y is 71.0 %. (6) The molecule is CN(C)c1cc(NC(=O)Nc2cccc(Cl)c2)c2ccccc2n1. The Y is 99.9 %. (7) The drug is O=C(NC12CC3CC(CC(C3)C1)C2)OCCNC1CCCCC1. The Y is 89.0 %. (8) The compound is Cc1c(Cl)ccc(OC2CCN(C[C@H](O)CNC(=O)c3c[nH]c(=O)c4ccc(S(C)(=O)=O)cc34)CC2)c1Cl. The Y is 92.3 %.